Dataset: Catalyst prediction with 721,799 reactions and 888 catalyst types from USPTO. Task: Predict which catalyst facilitates the given reaction. (1) Reactant: [F:1][C:2]1[CH:3]=[C:4]([CH:6]=[C:7]([F:10])[C:8]=1[F:9])[NH2:5].CCN(C(C)C)C(C)C.Cl[C:21](Cl)([O:23]C(=O)OC(Cl)(Cl)Cl)Cl.[CH3:32][C@H:33]1[CH2:38][N:37]2[N:39]=[CH:40][C:41]([N:42]3[C:46](=[O:47])[CH2:45][CH:44]([NH:48][C:49](=[O:55])[O:50][C:51]([CH3:54])([CH3:53])[CH3:52])[CH2:43]3)=[C:36]2[CH2:35][NH:34]1. Product: [CH3:32][C@H:33]1[CH2:38][N:37]2[N:39]=[CH:40][C:41]([N:42]3[C:46](=[O:47])[CH2:45][CH:44]([NH:48][C:49](=[O:55])[O:50][C:51]([CH3:54])([CH3:53])[CH3:52])[CH2:43]3)=[C:36]2[CH2:35][N:34]1[C:21](=[O:23])[NH:5][C:4]1[CH:3]=[C:2]([F:1])[C:8]([F:9])=[C:7]([F:10])[CH:6]=1. The catalyst class is: 2. (2) Reactant: C(NC(C)C)(C)C.[Li]CCCC.CCCCCC.[O:19]1[C:23]2([CH2:28][CH2:27][CH:26]([C:29]#[N:30])[CH2:25][CH2:24]2)[O:22][CH2:21][CH2:20]1.[Cl:31][C:32]1[CH:33]=[C:34]([CH:37]=[CH:38][CH:39]=1)[CH2:35]Br. Product: [Cl:31][C:32]1[CH:33]=[C:34]([CH:37]=[CH:38][CH:39]=1)[CH2:35][C:26]1([C:29]#[N:30])[CH2:27][CH2:28][C:23]2([O:22][CH2:21][CH2:20][O:19]2)[CH2:24][CH2:25]1. The catalyst class is: 1.